From a dataset of Full USPTO retrosynthesis dataset with 1.9M reactions from patents (1976-2016). Predict the reactants needed to synthesize the given product. (1) Given the product [NH2:19][C:10]1[C:9]2[N:8]=[CH:7][N:6]([CH2:5][CH2:4][CH2:3][CH2:2][NH:1][C:30]([C:21]3[CH:22]=[CH:23][C:24]4[C:29](=[CH:28][CH:27]=[CH:26][CH:25]=4)[CH:20]=3)=[O:31])[C:18]=2[C:17]2[CH:16]=[CH:15][CH:14]=[CH:13][C:12]=2[N:11]=1, predict the reactants needed to synthesize it. The reactants are: [NH2:1][CH2:2][CH2:3][CH2:4][CH2:5][N:6]1[C:18]2[C:17]3[CH:16]=[CH:15][CH:14]=[CH:13][C:12]=3[N:11]=[C:10]([NH2:19])[C:9]=2[N:8]=[CH:7]1.[CH:20]1[C:29]2[C:24](=[CH:25][CH:26]=[CH:27][CH:28]=2)[CH:23]=[CH:22][C:21]=1[C:30](Cl)=[O:31]. (2) Given the product [CH3:63][O:64][C:65]([C:67]1[O:3][C:2]([CH2:1][O:5][CH2:7][C@@H:43]([NH:42][C:40](=[O:41])[C@H:23]([CH2:22][C:21]2[CH:59]=[CH:60][CH:61]=[C:19]([CH3:18])[CH:20]=2)[NH:24][C:25](=[O:39])[CH:26]([C:33]2[CH:34]=[CH:35][CH:36]=[CH:37][CH:38]=2)[C:27]2[CH:32]=[CH:31][CH:30]=[CH:29][CH:28]=2)[C:44]#[N:45])=[CH:14][CH:13]=1)=[O:66], predict the reactants needed to synthesize it. The reactants are: [C:1](Cl)(=[O:5])[C:2](Cl)=[O:3].[CH3:7]N(C=O)C.N1C=CC=[CH:14][CH:13]=1.[CH3:18][C:19]1[CH:20]=[C:21]([CH:59]=[CH:60][CH:61]=1)[CH2:22][C@@H:23]([C:40]([NH:42][C:43](=O)[C@H:44](COCC1OC(C(OC)=O)=CC=1)[NH2:45])=[O:41])[NH:24][C:25](=[O:39])[CH:26]([C:33]1[CH:38]=[CH:37][CH:36]=[CH:35][CH:34]=1)[C:27]1[CH:32]=[CH:31][CH:30]=[CH:29][CH:28]=1.C[CH2:63][O:64][C:65]([CH3:67])=[O:66]. (3) Given the product [Cl:17][C:14]1[CH:13]=[CH:12][C:11]([CH:9]2[C:8]3[NH:4][C:5]([CH3:24])=[N:6][C:7]=3[C:18](=[O:20])[N:44]2[C:40]2[CH:41]=[C:42]([CH3:43])[C:37]3[N:36]=[N:35][N:34]([CH3:33])[C:38]=3[CH:39]=2)=[CH:16][CH:15]=1, predict the reactants needed to synthesize it. The reactants are: C([N:4]1[C:8]([CH:9]([C:11]2[CH:16]=[CH:15][C:14]([Cl:17])=[CH:13][CH:12]=2)O)=[C:7]([C:18]([O:20]CC)=O)[N:6]=[C:5]1Br)C=C.[CH3:24]S(OS(C)(=O)=O)(=O)=O.[CH3:33][N:34]1[C:38]2[CH:39]=[C:40]([NH2:44])[CH:41]=[C:42]([CH3:43])[C:37]=2[N:36]=[N:35]1. (4) Given the product [Cl:15][C:2]1[CH:3]=[CH:4][C:5]2[C:10](=[CH:9][CH:8]=[C:7]([OH:11])[CH:6]=2)[N:1]=1, predict the reactants needed to synthesize it. The reactants are: [N:1]1[C:10]2[C:5](=[CH:6][C:7]([OH:11])=[CH:8][CH:9]=2)[CH:4]=[CH:3][C:2]=1O.O=P(Cl)(Cl)[Cl:15].C(=O)(O)[O-].[Na+].Cl. (5) Given the product [N:1]1([C:8]2[CH:15]=[CH:14][C:11]([C:12]#[N:13])=[CH:10][CH:9]=2)[CH2:6][CH2:5][O:4][CH2:3][CH2:2]1, predict the reactants needed to synthesize it. The reactants are: [NH:1]1[CH2:6][CH2:5][O:4][CH2:3][CH2:2]1.F[C:8]1[CH:15]=[CH:14][C:11]([C:12]#[N:13])=[CH:10][CH:9]=1.